This data is from Full USPTO retrosynthesis dataset with 1.9M reactions from patents (1976-2016). The task is: Predict the reactants needed to synthesize the given product. Given the product [CH2:3]([C:2]#[C:1][C:8]#[C:9][Si:10]([CH3:13])([CH3:12])[CH3:11])[CH2:4][CH2:5][CH3:6], predict the reactants needed to synthesize it. The reactants are: [CH:1]#[C:2][CH2:3][CH2:4][CH2:5][CH3:6].I[C:8]#[C:9][Si:10]([CH3:13])([CH3:12])[CH3:11].